This data is from Full USPTO retrosynthesis dataset with 1.9M reactions from patents (1976-2016). The task is: Predict the reactants needed to synthesize the given product. (1) Given the product [F:1][C:2]1[CH:7]=[CH:6][C:5]([NH:8][C:9]([C:11]2[N:15]([CH3:16])[CH:14]=[C:13]([C:17](=[O:21])[C:18]([NH:29][C:25]3([CH3:24])[CH2:28][O:27][CH2:26]3)=[O:20])[CH:12]=2)=[O:10])=[CH:4][C:3]=1[CH3:22], predict the reactants needed to synthesize it. The reactants are: [F:1][C:2]1[CH:7]=[CH:6][C:5]([NH:8][C:9]([C:11]2[N:15]([CH3:16])[CH:14]=[C:13]([C:17](=[O:21])[C:18]([OH:20])=O)[CH:12]=2)=[O:10])=[CH:4][C:3]=1[CH3:22].Cl.[CH3:24][C:25]1([NH2:29])[CH2:28][O:27][CH2:26]1.C(N(CC)C(C)C)(C)C.F[P-](F)(F)(F)(F)F.N1(OC(N(C)C)=[N+](C)C)C2N=CC=CC=2N=N1. (2) Given the product [CH3:21][C:14]1[C:13]2[C:12](=[O:20])[O:11][C:10]3[C:18](=[CH:19][CH:3]=[C:4]4[C:9]=3[CH:8]=[CH:7][CH:6]=[CH:5]4)[C:17]=2[O:16][CH:15]=1, predict the reactants needed to synthesize it. The reactants are: CO[C:3]1[CH:19]=[C:18]2[C:10]([O:11][C:12](=[O:20])[C:13]3[CH:14]=[CH:15][O:16][C:17]=32)=[C:9]2[C:4]=1[CH:5]=[CH:6][CH:7]=[CH:8]2.[CH:21]1C2C(=CC=C3C=2OC(=O)C2C=COC3=2)C=CC=1.OC1C2C(=O)OC3C(=CC(OC)=C4C=3C=CC=C4)C=2OC1. (3) Given the product [Br:17][CH2:18][C:19]1[N:20]=[C:21]([CH2:25][N:14]2[C:9]3[N:10]=[C:11]([NH2:13])[N:12]=[C:7]([C:5]4[O:6][C:2]([CH3:1])=[CH:3][CH:4]=4)[C:8]=3[N:16]=[N:15]2)[CH:22]=[CH:23][CH:24]=1, predict the reactants needed to synthesize it. The reactants are: [CH3:1][C:2]1[O:6][C:5]([C:7]2[C:8]3[NH:16][N:15]=[N:14][C:9]=3[N:10]=[C:11]([NH2:13])[N:12]=2)=[CH:4][CH:3]=1.[Br:17][CH2:18][C:19]1[CH:24]=[CH:23][CH:22]=[C:21]([CH2:25]Br)[N:20]=1. (4) Given the product [Cl:12][C:3]1[CH:4]=[C:5]([N+:9]([O-:11])=[O:10])[C:6]([O:27][CH3:24])=[CH:7][C:2]=1[CH:21]=[CH2:22], predict the reactants needed to synthesize it. The reactants are: Br[C:2]1[CH:7]=[C:6](F)[C:5]([N+:9]([O-:11])=[O:10])=[CH:4][C:3]=1[Cl:12].C(Cl)Cl.C(N([CH2:21][CH3:22])CC)C.O.[CH2:24]([OH:27])CC. (5) Given the product [Br:41][C:18]1[S:17][C:16]([CH:20]=[CH:21][C:22]2[CH:23]=[CH:24][C:25]([N:26]([C:27]3[CH:28]=[CH:29][CH:30]=[CH:31][CH:32]=3)[C:33]3[CH:38]=[CH:37][CH:36]=[CH:35][CH:34]=3)=[CH:39][CH:40]=2)=[C:15]([C:12]2[CH:13]=[CH:14][C:9]([CH2:1][CH2:2][CH2:3][CH2:4][CH2:5][CH2:6][CH2:7][CH3:8])=[CH:10][CH:11]=2)[CH:19]=1, predict the reactants needed to synthesize it. The reactants are: [CH2:1]([C:9]1[CH:14]=[CH:13][C:12]([C:15]2[CH:19]=[CH:18][S:17][C:16]=2[CH:20]=[CH:21][C:22]2[CH:40]=[CH:39][C:25]([N:26]([C:33]3[CH:38]=[CH:37][CH:36]=[CH:35][CH:34]=3)[C:27]3[CH:32]=[CH:31][CH:30]=[CH:29][CH:28]=3)=[CH:24][CH:23]=2)=[CH:11][CH:10]=1)[CH2:2][CH2:3][CH2:4][CH2:5][CH2:6][CH2:7][CH3:8].[Br:41]N1C(=O)CCC1=O.Cl. (6) Given the product [F:24][C:4]1[CH:3]=[C:2]([I:25])[C:7]([F:8])=[CH:6][C:5]=1[NH:9][C:10]1[C:14]2[CH:15]=[N:16][CH:17]=[CH:18][C:13]=2[O:12][C:11]=1[C:19]([O:21][CH2:22][CH3:23])=[O:20], predict the reactants needed to synthesize it. The reactants are: Br[C:2]1[C:7]([F:8])=[CH:6][C:5]([NH:9][C:10]2[C:14]3[CH:15]=[N:16][CH:17]=[CH:18][C:13]=3[O:12][C:11]=2[C:19]([O:21][CH2:22][CH3:23])=[O:20])=[C:4]([F:24])[CH:3]=1.[I-:25].[Na+].CN[C@@H]1CCCC[C@H]1NC. (7) Given the product [CH2:1]([O:8][C:9]1[CH:28]=[CH:27][C:12]([CH2:13][NH:14][C:15]([C:17]2[CH:18]=[C:19]3[C:24](=[CH:25][CH:26]=2)[N:23]=[CH:22][CH:21]=[CH:20]3)=[N:44][O:42][CH3:43])=[CH:11][CH:10]=1)[C:2]1[CH:7]=[CH:6][CH:5]=[CH:4][CH:3]=1, predict the reactants needed to synthesize it. The reactants are: [CH2:1]([O:8][C:9]1[CH:28]=[CH:27][C:12]([CH2:13][NH:14][C:15]([C:17]2[CH:18]=[C:19]3[C:24](=[CH:25][CH:26]=2)[N:23]=[CH:22][CH:21]=[CH:20]3)=S)=[CH:11][CH:10]=1)[C:2]1[CH:7]=[CH:6][CH:5]=[CH:4][CH:3]=1.BrCC1C=CC2C(=CC=CC=2)C=1.Cl.[O:42]([NH2:44])[CH3:43].[OH-].[Na+].